From a dataset of Catalyst prediction with 721,799 reactions and 888 catalyst types from USPTO. Predict which catalyst facilitates the given reaction. (1) Reactant: [NH2:1][C:2]1[C:3]([C:9]([O:11]C)=[O:10])=[N:4][C:5]([Br:8])=[CH:6][CH:7]=1.C1COCC1.[OH-].[Li+].Cl. Product: [NH2:1][C:2]1[C:3]([C:9]([OH:11])=[O:10])=[N:4][C:5]([Br:8])=[CH:6][CH:7]=1. The catalyst class is: 5. (2) Reactant: [CH3:1][C:2]([CH3:19])([CH3:18])[CH2:3][NH:4][C:5]1[C:14]2[C:9](=[CH:10][CH:11]=[C:12]([OH:15])[CH:13]=2)[N:8]=[C:7]([C:16]#[N:17])[N:6]=1.Cl.Cl[CH2:22][C:23]1[CH:28]=[CH:27][CH:26]=[CH:25][N:24]=1.C(=O)([O-])[O-].[Cs+].[Cs+].O. Product: [CH3:1][C:2]([CH3:19])([CH3:18])[CH2:3][NH:4][C:5]1[C:14]2[C:9](=[CH:10][CH:11]=[C:12]([O:15][CH2:22][C:23]3[CH:28]=[CH:27][CH:26]=[CH:25][N:24]=3)[CH:13]=2)[N:8]=[C:7]([C:16]#[N:17])[N:6]=1. The catalyst class is: 3. (3) Reactant: [CH3:1][O:2][C:3]1[N:4]=[C:5]2[C:10](=[CH:11][CH:12]=1)[N:9]=[CH:8][CH:7]=[C:6]2[CH2:13][CH2:14][N:15]1[CH2:20][CH2:19][CH2:18][CH:17]([CH2:21][NH2:22])[CH2:16]1.[O-]S([O-])(=O)=O.[Na+].[Na+].[O:30]=[C:31]1[CH2:36][S:35][C:34]2[CH:37]=[CH:38][C:39]([CH:41]=O)=[N:40][C:33]=2[NH:32]1.[BH4-].[Na+]. Product: [CH3:1][O:2][C:3]1[N:4]=[C:5]2[C:10](=[CH:11][CH:12]=1)[N:9]=[CH:8][CH:7]=[C:6]2[CH2:13][CH2:14][N:15]1[CH2:20][CH2:19][CH2:18][CH:17]([CH2:21][NH:22][CH2:41][C:39]2[CH:38]=[CH:37][C:34]3[S:35][CH2:36][C:31](=[O:30])[NH:32][C:33]=3[N:40]=2)[CH2:16]1. The catalyst class is: 271. (4) Reactant: [CH:1](O)=O.C(OC(=O)C)(=O)C.[NH2:11][C:12]1[CH:13]=[C:14]([CH:19]=[CH:20][CH:21]=1)[C:15]([O:17][CH3:18])=[O:16].CSC.B. Product: [CH3:1][NH:11][C:12]1[CH:13]=[C:14]([CH:19]=[CH:20][CH:21]=1)[C:15]([O:17][CH3:18])=[O:16]. The catalyst class is: 36.